From a dataset of Full USPTO retrosynthesis dataset with 1.9M reactions from patents (1976-2016). Predict the reactants needed to synthesize the given product. (1) Given the product [I:40][CH2:12][C:9]1([CH2:8][O:7][C:6]2[CH:14]=[CH:15][C:3]([O:2][CH3:1])=[CH:4][CH:5]=2)[CH2:11][CH2:10]1, predict the reactants needed to synthesize it. The reactants are: [CH3:1][O:2][C:3]1[CH:15]=[CH:14][C:6]([O:7][CH2:8][C:9]2([CH2:12]O)[CH2:11][CH2:10]2)=[CH:5][CH:4]=1.C1(P(C2C=CC=CC=2)C2C=CC=CC=2)C=CC=CC=1.N1C=CN=C1.[I:40]I. (2) The reactants are: [N:1]([CH:4]1[CH2:8][CH2:7][C:6](=[O:9])[CH2:5]1)=[N+]=[N-].[CH3:10][C:11]([O:14][C:15](O[C:15]([O:14][C:11]([CH3:13])([CH3:12])[CH3:10])=[O:16])=[O:16])([CH3:13])[CH3:12]. Given the product [O:9]=[C:6]1[CH2:7][CH2:8][CH:4]([NH:1][C:15](=[O:16])[O:14][C:11]([CH3:13])([CH3:12])[CH3:10])[CH2:5]1, predict the reactants needed to synthesize it. (3) Given the product [C:1]([O:5][C:6]([NH:8][C@@H:9]([C@H:13]([C:17]1[CH:18]=[CH:19][C:20]([C:23]2[CH:24]=[CH:25][C:26]([F:29])=[CH:27][CH:28]=2)=[CH:21][CH:22]=1)[CH:14]=[CH:15][CH3:16])[C:10]([N:48]1[CH2:49][CH2:50][C@H:46]([F:45])[CH2:47]1)=[O:12])=[O:7])([CH3:2])([CH3:4])[CH3:3], predict the reactants needed to synthesize it. The reactants are: [C:1]([O:5][C:6]([NH:8][C@@H:9]([C@H:13]([C:17]1[CH:22]=[CH:21][C:20]([C:23]2[CH:28]=[CH:27][C:26]([F:29])=[CH:25][CH:24]=2)=[CH:19][CH:18]=1)/[CH:14]=[CH:15]/[CH3:16])[C:10]([OH:12])=O)=[O:7])([CH3:4])([CH3:3])[CH3:2].C(Cl)CCl.C1C=CC2N(O)N=NC=2C=1.Cl.[F:45][C@H:46]1[CH2:50][CH2:49][NH:48][CH2:47]1.CCN(C(C)C)C(C)C. (4) Given the product [I:18][C:19]1[CH:26]=[CH:25][C:22](/[CH:23]=[C:6](\[CH3:7])/[C:4]([O:3][CH2:2][CH3:1])=[O:5])=[CH:21][C:20]=1[O:27][CH2:28][CH2:29][CH3:30], predict the reactants needed to synthesize it. The reactants are: [CH3:1][CH2:2][O:3][C:4]([CH:6](P(OCC)(OCC)=O)[CH3:7])=[O:5].[H-].[Na+].[I:18][C:19]1[CH:26]=[CH:25][C:22]([CH:23]=O)=[CH:21][C:20]=1[O:27][CH2:28][CH2:29][CH3:30].[Cl-].[NH4+]. (5) Given the product [CH:10]1[C:11]2[CH:12]([CH2:14][O:15][C:16]([NH:18][CH2:19][CH2:20][O:21][CH2:22][CH2:23][O:24][CH2:25][C:26]([O:28][N:30]3[C:34](=[O:35])[CH2:33][CH2:32][C:31]3=[O:36])=[O:27])=[O:17])[C:13]3[C:5](=[CH:4][CH:3]=[CH:2][CH:1]=3)[C:6]=2[CH:7]=[CH:8][CH:9]=1, predict the reactants needed to synthesize it. The reactants are: [CH:1]1[C:13]2[CH:12]([CH2:14][O:15][C:16]([NH:18][CH2:19][CH2:20][O:21][CH2:22][CH2:23][O:24][CH2:25][C:26]([OH:28])=[O:27])=[O:17])[C:11]3[C:6](=[CH:7][CH:8]=[CH:9][CH:10]=3)[C:5]=2[CH:4]=[CH:3][CH:2]=1.O[N:30]1[C:34](=[O:35])[CH2:33][CH2:32][C:31]1=[O:36].CC(C)N=C=NC(C)C. (6) Given the product [CH:1]1([CH2:4][O:5][C:6]2[CH:29]=[CH:28][C:9]3[C:10]([CH2:13][CH2:14][CH:15]4[CH2:20][CH2:19][NH:18][CH2:17][CH2:16]4)=[N:11][O:12][C:8]=3[C:7]=2[CH2:30][OH:31])[CH2:3][CH2:2]1, predict the reactants needed to synthesize it. The reactants are: [CH:1]1([CH2:4][O:5][C:6]2[CH:29]=[CH:28][C:9]3[C:10]([CH2:13][CH2:14][CH:15]4[CH2:20][CH2:19][N:18](C(OC(C)(C)C)=O)[CH2:17][CH2:16]4)=[N:11][O:12][C:8]=3[C:7]=2[CH2:30][OH:31])[CH2:3][CH2:2]1.FC(F)(F)C(O)=O.N. (7) Given the product [F:19][C:2]([F:18])([F:1])[C:3]1[N:4]=[C:5]([C:8]2[C:9]3[CH2:17][CH2:16][CH2:15][CH2:14][C:10]=3[S:11][C:12]=2[NH:13][C:29]([C:20]2[CH2:25][CH2:24][CH2:23][CH2:22][C:21]=2[C:26]([OH:28])=[O:27])=[O:30])[S:6][CH:7]=1, predict the reactants needed to synthesize it. The reactants are: [F:1][C:2]([F:19])([F:18])[C:3]1[N:4]=[C:5]([C:8]2[C:9]3[CH2:17][CH2:16][CH2:15][CH2:14][C:10]=3[S:11][C:12]=2[NH2:13])[S:6][CH:7]=1.[C:20]12[C:29](=[O:30])[O:28][C:26](=[O:27])[C:21]=1[CH2:22][CH2:23][CH2:24][CH2:25]2. (8) Given the product [Cl:25][C:23]1[N:22]=[N:21][C:20]([O:11][C:5]2[C:6]([CH3:10])=[CH:7][CH:8]=[CH:9][C:4]=2[CH:1]2[CH2:3][CH2:2]2)=[C:19]([OH:18])[CH:24]=1, predict the reactants needed to synthesize it. The reactants are: [CH:1]1([C:4]2[CH:9]=[CH:8][CH:7]=[C:6]([CH3:10])[C:5]=2[OH:11])[CH2:3][CH2:2]1.CC(C)([O-])C.[Na+].[OH:18][C:19]1[CH:24]=[C:23]([Cl:25])[N:22]=[N:21][C:20]=1Cl.Cl. (9) Given the product [C:1]([C:5]1[CH:10]=[CH:9][C:8]([C:11]#[CH:12])=[C:7]([N+:17]([O-:19])=[O:18])[CH:6]=1)([CH3:4])([CH3:2])[CH3:3], predict the reactants needed to synthesize it. The reactants are: [C:1]([C:5]1[CH:10]=[CH:9][C:8]([C:11]#[C:12][Si](C)(C)C)=[C:7]([N+:17]([O-:19])=[O:18])[CH:6]=1)([CH3:4])([CH3:3])[CH3:2].C(=O)([O-])[O-].[K+].[K+].